Dataset: Full USPTO retrosynthesis dataset with 1.9M reactions from patents (1976-2016). Task: Predict the reactants needed to synthesize the given product. (1) Given the product [ClH:43].[ClH:45].[ClH:43].[Cl:43][C:37]1[CH:36]=[C:35]([C:10]2[CH:11]=[C:12]3[C:7](=[CH:8][CH:9]=2)[N:6]=[CH:5][C:4]([C:1](=[O:3])[CH3:2])=[C:13]3[NH:14][C:15]2[CH:20]=[N:19][C:18]([N:21]3[CH2:25][CH2:24][CH:23]([NH:26][CH3:27])[CH2:22]3)=[CH:17][CH:16]=2)[CH:40]=[C:39]([F:41])[C:38]=1[OH:42], predict the reactants needed to synthesize it. The reactants are: [C:1]([C:4]1[CH:5]=[N:6][C:7]2[C:12]([C:13]=1[NH:14][C:15]1[CH:16]=[CH:17][C:18]([N:21]3[CH2:25][CH2:24][CH:23]([N:26](C)[C:27](=O)OC(C)(C)C)[CH2:22]3)=[N:19][CH:20]=1)=[CH:11][C:10]([C:35]1[CH:40]=[C:39]([F:41])[C:38]([OH:42])=[C:37]([Cl:43])[CH:36]=1)=[CH:9][CH:8]=2)(=[O:3])[CH3:2].O.[ClH:45]. (2) Given the product [CH3:22][NH:25][C:26]([N:16]1[C:17]2[C:13](=[CH:12][C:11]([O:10][C:8]3[C:5]([C:6]#[N:7])=[CH:4][N:3]=[C:2]([NH2:1])[CH:9]=3)=[CH:19][CH:18]=2)[CH:14]=[CH:15]1)=[O:27], predict the reactants needed to synthesize it. The reactants are: [NH2:1][C:2]1[CH:9]=[C:8]([O:10][C:11]2[CH:12]=[C:13]3[C:17](=[CH:18][CH:19]=2)[NH:16][CH:15]=[CH:14]3)[C:5]([C:6]#[N:7])=[CH:4][N:3]=1.[H-].[Na+].[CH2:22]([NH:25][C:26](=O)[O:27]C1C=CC=CC=1)CC.[Cl-].[NH4+]. (3) Given the product [Br:15][C:11]1[O:10][C:9]2[CH:8]=[CH:7][CH:6]=[C:5]([C:3]([NH2:16])=[O:2])[C:14]=2[O:13][CH:12]=1, predict the reactants needed to synthesize it. The reactants are: C[O:2][C:3]([C:5]1[C:14]2[O:13][CH:12]=[C:11]([Br:15])[O:10][C:9]=2[CH:8]=[CH:7][CH:6]=1)=O.[NH3:16].CO. (4) The reactants are: [Br:1][C:2]1[CH:3]=[CH:4][C:5](I)=[C:6]([NH2:8])[CH:7]=1.[CH2:10]([N:14]1[CH2:18][CH2:17][CH2:16][C@H:15]1[CH3:19])[CH2:11][C:12]#[CH:13].C(N(CC)CC)C. Given the product [Br:1][C:2]1[CH:3]=[CH:4][C:5]([C:13]#[C:12][CH2:11][CH2:10][N:14]2[CH2:18][CH2:17][CH2:16][C@H:15]2[CH3:19])=[C:6]([NH2:8])[CH:7]=1, predict the reactants needed to synthesize it. (5) Given the product [NH2:7][CH2:8][CH2:9][CH2:10][N:11]([CH:21]([C:24]1[N:25]([CH2:35][C:36]2[CH:37]=[CH:38][CH:39]=[CH:40][CH:41]=2)[C:26](=[O:34])[C:27]2[C:32]([CH3:33])=[N:31][O:30][C:28]=2[N:29]=1)[CH2:22][CH3:23])[C:12](=[O:20])[C:13]1[CH:18]=[CH:17][C:16]([CH3:19])=[CH:15][CH:14]=1, predict the reactants needed to synthesize it. The reactants are: C(OC(=O)[NH:7][CH2:8][CH2:9][CH2:10][N:11]([CH:21]([C:24]1[N:25]([CH2:35][C:36]2[CH:41]=[CH:40][CH:39]=[CH:38][CH:37]=2)[C:26](=[O:34])[C:27]2[C:32]([CH3:33])=[N:31][O:30][C:28]=2[N:29]=1)[CH2:22][CH3:23])[C:12](=[O:20])[C:13]1[CH:18]=[CH:17][C:16]([CH3:19])=[CH:15][CH:14]=1)(C)(C)C.[SiH](CC)(CC)CC.C(O)(C(F)(F)F)=O. (6) Given the product [F:9][C:7]1[CH:8]=[C:3]([CH3:2])[CH:4]=[C:5]([F:10])[CH:6]=1, predict the reactants needed to synthesize it. The reactants are: Br[CH2:2][C:3]1[CH:8]=[C:7]([F:9])[CH:6]=[C:5]([F:10])[CH:4]=1.C([O-])(=O)C.[Na+].[H][H]. (7) Given the product [CH2:1]([O:3][C:4](=[O:27])[CH2:5][C:6]1[CH:11]=[CH:10][C:9]([O:12][CH3:13])=[C:8]([O:14][C:15]2[CH:20]=[CH:19][C:18]([C:21]([F:22])([F:23])[F:24])=[CH:17][C:16]=2[CH2:25][NH:30][CH2:28][CH3:29])[CH:7]=1)[CH3:2], predict the reactants needed to synthesize it. The reactants are: [CH2:1]([O:3][C:4](=[O:27])[CH2:5][C:6]1[CH:11]=[CH:10][C:9]([O:12][CH3:13])=[C:8]([O:14][C:15]2[CH:20]=[CH:19][C:18]([C:21]([F:24])([F:23])[F:22])=[CH:17][C:16]=2[CH:25]=O)[CH:7]=1)[CH3:2].[CH2:28]([NH2:30])[CH3:29]. (8) Given the product [F:40][C:25]1[CH:24]=[CH:23][C:4]([O:5][CH:6]2[CH2:11][CH2:10][N:9]([S:12]([C:15]3[C:16]([CH3:22])=[N:17][N:18]([CH3:21])[C:19]=3[CH3:20])(=[O:14])=[O:13])[CH2:8][CH2:7]2)=[CH:3][CH:2]=1, predict the reactants needed to synthesize it. The reactants are: Cl[C:2]1[CH:3]=[C:4]([CH:23]=[CH:24][C:25]=1Cl)[O:5][CH:6]1[CH2:11][CH2:10][N:9]([S:12]([C:15]2[C:16]([CH3:22])=[N:17][N:18]([CH3:21])[C:19]=2[CH3:20])(=[O:14])=[O:13])[CH2:8][CH2:7]1.CN1C(C)=C(S(Cl)(=O)=O)C(C)=N1.Cl.[F:40]C1C=CC(OC2CCNCC2)=CC=1. (9) Given the product [Cl:56][C:32]1[CH:33]=[C:34]([C:38]2[CH:39]=[CH:40][C:41]([C:44]([N:46]3[CH2:51][CH2:50][CH:49]([C:52]([F:55])([F:54])[F:53])[CH2:48][CH2:47]3)=[O:45])=[CH:42][CH:43]=2)[CH:35]=[C:36]([Cl:37])[C:31]=1[CH2:30][C@@H:5]1[CH2:4][C@@H:3]([CH2:2][OH:1])[O:7][C:6]1=[O:8], predict the reactants needed to synthesize it. The reactants are: [OH:1][CH2:2][C@H:3]1[O:7][C:6](=[O:8])[CH2:5][CH2:4]1.CN(C)CC.[Si](Cl)(C)(C)C.[Li+].C[Si]([N-][Si](C)(C)C)(C)C.Br[CH2:30][C:31]1[C:36]([Cl:37])=[CH:35][C:34]([C:38]2[CH:43]=[CH:42][C:41]([C:44]([N:46]3[CH2:51][CH2:50][CH:49]([C:52]([F:55])([F:54])[F:53])[CH2:48][CH2:47]3)=[O:45])=[CH:40][CH:39]=2)=[CH:33][C:32]=1[Cl:56].